Dataset: Forward reaction prediction with 1.9M reactions from USPTO patents (1976-2016). Task: Predict the product of the given reaction. (1) Given the reactants [N+:1]([C:4]1[CH:5]=[CH:6][C:7]2[CH2:14][CH:13]3[C:15](=O)[CH:10]([CH2:11][CH2:12]3)[CH2:9][C:8]=2[CH:17]=1)([O-:3])=[O:2].[NH2:18][OH:19], predict the reaction product. The product is: [N+:1]([C:4]1[CH:5]=[CH:6][C:7]2[CH2:14][CH:13]3/[C:15](=[N:18]/[OH:19])/[CH:10]([CH2:11][CH2:12]3)[CH2:9][C:8]=2[CH:17]=1)([O-:3])=[O:2]. (2) Given the reactants [N+:1]([C:4]1[CH:10]=[CH:9][C:7]([NH2:8])=[CH:6][CH:5]=1)([O-:3])=[O:2].[N:11]([O-])=O.[Na+].[CH3:15][C:16]1[CH:21]=[CH:20][C:19]([SH:22])=[CH:18][CH:17]=1, predict the reaction product. The product is: [N+:1]([C:4]1[CH:10]=[CH:9][C:7]([N:8]=[N:11][C:18]2[CH:17]=[C:16]([CH3:15])[CH:21]=[CH:20][C:19]=2[SH:22])=[CH:6][CH:5]=1)([O-:3])=[O:2]. (3) Given the reactants [CH2:1]([O:3][P:4]([C:9]1[CH:13]=[CH:12][S:11][CH:10]=1)([O:6][CH2:7][CH3:8])=[O:5])[CH3:2].C([Li])CCC.[CH2:19]([Sn:23](Cl)([CH2:28][CH2:29][CH2:30][CH3:31])[CH2:24][CH2:25][CH2:26][CH3:27])[CH2:20][CH2:21][CH3:22].P([O-])([O-])(O)=O.[Na+].[Na+].P([O-])(O)(O)=O.[Na+], predict the reaction product. The product is: [CH2:28]([Sn:23]([CH2:19][CH2:20][CH2:21][CH3:22])([CH2:24][CH2:25][CH2:26][CH3:27])[C:10]1[S:11][CH:12]=[CH:13][C:9]=1[P:4]([O:6][CH2:7][CH3:8])([O:3][CH2:1][CH3:2])=[O:5])[CH2:29][CH2:30][CH3:31]. (4) Given the reactants [CH2:1]([N:4]([CH2:26][CH:27]=C)[C:5]([C:7]1([N:20]2[CH2:25][CH2:24][CH2:23][CH2:22][CH2:21]2)[CH2:12][CH2:11][N:10]([CH2:13][C:14]2[CH:19]=[CH:18][CH:17]=[CH:16][CH:15]=2)[CH2:9][CH2:8]1)=[O:6])[CH:2]=C, predict the reaction product. The product is: [CH2:13]([N:10]1[CH2:11][CH2:12][C:7]([C:5]([N:4]2[CH2:26][CH:27]=[CH:2][CH2:1]2)=[O:6])([N:20]2[CH2:25][CH2:24][CH2:23][CH2:22][CH2:21]2)[CH2:8][CH2:9]1)[C:14]1[CH:19]=[CH:18][CH:17]=[CH:16][CH:15]=1. (5) Given the reactants Cl.[C:2]1([CH:8]([C:14]2[CH:19]=[CH:18][CH:17]=[CH:16][CH:15]=2)[N:9]2[CH2:12][CH:11]([OH:13])[CH2:10]2)[CH:7]=[CH:6][CH:5]=[CH:4][CH:3]=1.C(N(CC)CC)C.O, predict the reaction product. The product is: [C:14]1([CH:8]([C:2]2[CH:3]=[CH:4][CH:5]=[CH:6][CH:7]=2)[N:9]2[CH2:12][C:11](=[O:13])[CH2:10]2)[CH:15]=[CH:16][CH:17]=[CH:18][CH:19]=1. (6) Given the reactants [CH2:1]([O:8][C:9]1[CH:10]=[CH:11][C:12]([CH:16]=[CH:17][CH2:18][CH3:19])=[C:13]([OH:15])[CH:14]=1)[C:2]1[CH:7]=[CH:6][CH:5]=[CH:4][CH:3]=1.[CH3:20][C:21]1[O:25][C:24]([C:26]2[CH:31]=[CH:30][CH:29]=[CH:28][CH:27]=2)=[N:23][C:22]=1[CH2:32][CH2:33]OS(C1C=CC(C)=CC=1)(=O)=O.C(=O)([O-])[O-].[Cs+].[Cs+], predict the reaction product. The product is: [CH2:1]([O:8][C:9]1[CH:10]=[CH:11][C:12]([CH:16]=[CH:17][CH2:18][CH3:19])=[C:13]([CH:14]=1)[O:15][CH2:33][CH2:32][C:22]1[N:23]=[C:24]([C:26]2[CH:31]=[CH:30][CH:29]=[CH:28][CH:27]=2)[O:25][C:21]=1[CH3:20])[C:2]1[CH:3]=[CH:4][CH:5]=[CH:6][CH:7]=1. (7) Given the reactants [Br:1][C:2]1[CH:31]=[CH:30][C:5]([CH2:6][N:7]2[CH2:11][CH2:10][C:9]3([CH2:16][CH2:15][N:14]([CH2:17][CH:18]4[CH:22]([C:23]5[CH:28]=[CH:27][CH:26]=[CH:25][CH:24]=5)[CH2:21][NH:20][CH2:19]4)[CH2:13][CH2:12]3)[C:8]2=[O:29])=[CH:4][CH:3]=1.[CH:32](=O)[C:33]1[CH:38]=[CH:37][CH:36]=[CH:35][CH:34]=1.C(O[BH-](OC(=O)C)OC(=O)C)(=O)C.[Cl:53]CCCl, predict the reaction product. The product is: [ClH:53].[ClH:53].[CH2:32]([N:20]1[CH2:21][CH:22]([C:23]2[CH:28]=[CH:27][CH:26]=[CH:25][CH:24]=2)[CH:18]([CH2:17][N:14]2[CH2:13][CH2:12][C:9]3([C:8](=[O:29])[N:7]([CH2:6][C:5]4[CH:4]=[CH:3][C:2]([Br:1])=[CH:31][CH:30]=4)[CH2:11][CH2:10]3)[CH2:16][CH2:15]2)[CH2:19]1)[C:33]1[CH:38]=[CH:37][CH:36]=[CH:35][CH:34]=1. (8) Given the reactants [CH2:1]([O:3][C:4](=[O:27])/[CH:5]=[CH:6]/[C:7]1[CH:8]=[CH:9][C:10]([NH:13][CH:14]2[CH2:19][CH2:18][N:17](C(OC(C)(C)C)=O)[CH2:16][CH2:15]2)=[N:11][CH:12]=1)[CH3:2].[ClH:28], predict the reaction product. The product is: [ClH:28].[ClH:28].[NH:17]1[CH2:18][CH2:19][CH:14]([NH:13][C:10]2[N:11]=[CH:12][C:7](/[CH:6]=[CH:5]/[C:4]([O:3][CH2:1][CH3:2])=[O:27])=[CH:8][CH:9]=2)[CH2:15][CH2:16]1. (9) Given the reactants [Br:1][C:2]1[C:3]2[CH:4]3[CH2:13][CH:5]3[C:6](=O)[NH:7][C:8]=2[CH:9]=[CH:10][CH:11]=1.Cl, predict the reaction product. The product is: [Br:1][C:2]1[C:3]2[CH:4]3[CH2:13][CH:5]3[CH2:6][NH:7][C:8]=2[CH:9]=[CH:10][CH:11]=1. (10) Given the reactants [NH:1]([C:8]1[C:13]([Br:14])=[CH:12][N:11]=[C:10]([NH:15][C:16]2[CH:21]=[CH:20][C:19](I)=[CH:18][CH:17]=2)[N:9]=1)[C:2]1[CH:7]=[CH:6][CH:5]=[CH:4][CH:3]=1.[C:23]([O:27][C:28]([NH:30][CH2:31][C:32]#[CH:33])=[O:29])([CH3:26])([CH3:25])[CH3:24], predict the reaction product. The product is: [NH:1]([C:8]1[C:13]([Br:14])=[CH:12][N:11]=[C:10]([NH:15][C:16]2[CH:21]=[CH:20][C:19]([C:33]#[C:32][CH2:31][NH:30][C:28]([O:27][C:23]([CH3:26])([CH3:25])[CH3:24])=[O:29])=[CH:18][CH:17]=2)[N:9]=1)[C:2]1[CH:7]=[CH:6][CH:5]=[CH:4][CH:3]=1.